This data is from NCI-60 drug combinations with 297,098 pairs across 59 cell lines. The task is: Regression. Given two drug SMILES strings and cell line genomic features, predict the synergy score measuring deviation from expected non-interaction effect. (1) Cell line: NCI-H226. Drug 1: CC12CCC3C(C1CCC2=O)CC(=C)C4=CC(=O)C=CC34C. Drug 2: CC1C(C(CC(O1)OC2CC(OC(C2O)C)OC3=CC4=CC5=C(C(=O)C(C(C5)C(C(=O)C(C(C)O)O)OC)OC6CC(C(C(O6)C)O)OC7CC(C(C(O7)C)O)OC8CC(C(C(O8)C)O)(C)O)C(=C4C(=C3C)O)O)O)O. Synergy scores: CSS=29.1, Synergy_ZIP=-3.92, Synergy_Bliss=2.15, Synergy_Loewe=-4.34, Synergy_HSA=0.746. (2) Drug 1: C1=NC(=NC(=O)N1C2C(C(C(O2)CO)O)O)N. Drug 2: CC1=C(C(=CC=C1)Cl)NC(=O)C2=CN=C(S2)NC3=CC(=NC(=N3)C)N4CCN(CC4)CCO. Cell line: HOP-92. Synergy scores: CSS=-3.84, Synergy_ZIP=3.25, Synergy_Bliss=3.85, Synergy_Loewe=-2.54, Synergy_HSA=-0.985. (3) Cell line: NCI-H460. Synergy scores: CSS=68.6, Synergy_ZIP=18.6, Synergy_Bliss=17.3, Synergy_Loewe=-15.5, Synergy_HSA=17.4. Drug 1: CC1=C2C(C(=O)C3(C(CC4C(C3C(C(C2(C)C)(CC1OC(=O)C(C(C5=CC=CC=C5)NC(=O)OC(C)(C)C)O)O)OC(=O)C6=CC=CC=C6)(CO4)OC(=O)C)OC)C)OC. Drug 2: C1=NC2=C(N=C(N=C2N1C3C(C(C(O3)CO)O)O)F)N. (4) Drug 1: CS(=O)(=O)C1=CC(=C(C=C1)C(=O)NC2=CC(=C(C=C2)Cl)C3=CC=CC=N3)Cl. Drug 2: C1=CN(C=N1)CC(O)(P(=O)(O)O)P(=O)(O)O. Cell line: OVCAR-5. Synergy scores: CSS=15.9, Synergy_ZIP=-0.218, Synergy_Bliss=6.38, Synergy_Loewe=4.99, Synergy_HSA=5.76.